This data is from Catalyst prediction with 721,799 reactions and 888 catalyst types from USPTO. The task is: Predict which catalyst facilitates the given reaction. (1) Reactant: [CH3:1][C:2]1([CH3:17])[CH2:8][CH2:7][C:6](=[O:9])[NH:5][C:4]2[CH:10]=[CH:11][C:12]([N+:14]([O-:16])=[O:15])=[CH:13][C:3]1=2.C(=O)([O-])[O-].[Cs+].[Cs+].I[CH2:25][CH3:26]. Product: [CH2:25]([N:5]1[C:6](=[O:9])[CH2:7][CH2:8][C:2]([CH3:17])([CH3:1])[C:3]2[CH:13]=[C:12]([N+:14]([O-:16])=[O:15])[CH:11]=[CH:10][C:4]1=2)[CH3:26]. The catalyst class is: 3. (2) The catalyst class is: 137. Product: [F:32][C:30]([F:31])([F:33])[C:20]1[CH:19]=[C:18]([C:16]2[S:17][C:13]3[CH:12]=[C:11]([CH2:10][NH:9][CH2:8][CH2:7][C:6]([OH:36])=[O:5])[CH:35]=[CH:34][C:14]=3[N:15]=2)[CH:23]=[CH:22][C:21]=1[C:24]1[CH:25]=[CH:26][CH:27]=[CH:28][CH:29]=1. Reactant: C([O:5][C:6](=[O:36])[CH2:7][CH2:8][NH:9][CH2:10][C:11]1[CH:35]=[CH:34][C:14]2[N:15]=[C:16]([C:18]3[CH:23]=[CH:22][C:21]([C:24]4[CH:29]=[CH:28][CH:27]=[CH:26][CH:25]=4)=[C:20]([C:30]([F:33])([F:32])[F:31])[CH:19]=3)[S:17][C:13]=2[CH:12]=1)(C)(C)C. (3) Reactant: [NH2:1][C@H:2]1[CH2:6][CH2:5][CH2:4][C@@H:3]1[NH:7][C:8](=[O:14])[O:9][C:10]([CH3:13])([CH3:12])[CH3:11].Cl[C:16]1[S:17][C:18]2[CH:24]=[C:23]([F:25])[CH:22]=[CH:21][C:19]=2[N:20]=1.CCN(C(C)C)C(C)C. Product: [F:25][C:23]1[CH:22]=[CH:21][C:19]2[N:20]=[C:16]([NH:1][C@H:2]3[CH2:6][CH2:5][CH2:4][C@@H:3]3[NH:7][C:8](=[O:14])[O:9][C:10]([CH3:11])([CH3:13])[CH3:12])[S:17][C:18]=2[CH:24]=1. The catalyst class is: 16. (4) Product: [Cl:6][C:7]1[C:8]2[S:24][CH:23]=[CH:22][C:21]=2[N:16]=[CH:17][N:18]=1. Reactant: CN(C=O)C.[Cl:6][CH:7](Cl)[CH3:8].C(Cl)(=O)C(Cl)=O.[N:16]1[C:21]2[CH:22]=[CH:23][S:24]C=2C(=O)[NH:18][CH:17]=1. The catalyst class is: 6. (5) Reactant: [C:1]([NH:4][C:5]1[CH:23]=[CH:22][C:8]([O:9][C:10]([NH:12][C@@H:13]([CH2:17][S:18]([OH:21])(=[O:20])=[O:19])[C:14]([OH:16])=[O:15])=[O:11])=[CH:7][CH:6]=1)(=[O:3])[CH3:2].C(=O)([O-])O.[Na+:28].C(=O)(OC1C=CC([N+]([O-])=O)=CC=1)OC1C=CC(NC(=O)C)=CC=1. Product: [C:1]([NH:4][C:5]1[CH:6]=[CH:7][C:8]([O:9][C:10]([NH:12][C@@H:13]([CH2:17][S:18]([O-:21])(=[O:20])=[O:19])[C:14]([O-:16])=[O:15])=[O:11])=[CH:22][CH:23]=1)(=[O:3])[CH3:2].[Na+:28].[Na+:28]. The catalyst class is: 6. (6) Reactant: [CH3:1][N:2]1[CH2:15][CH2:14][C:5]2[NH:6][C:7]3[C:8]([CH3:13])=[CH:9][CH:10]=[CH:11][C:12]=3[C:4]=2[CH2:3]1.[H-].[Na+].[O:18]1[CH2:20][CH:19]1[C:21]1[CH:26]=[CH:25][N:24]=[CH:23][CH:22]=1. Product: [CH3:1][N:2]1[CH2:15][CH2:14][C:5]2[N:6]([CH2:20][CH:19]([C:21]3[CH:26]=[CH:25][N:24]=[CH:23][CH:22]=3)[OH:18])[C:7]3[C:8]([CH3:13])=[CH:9][CH:10]=[CH:11][C:12]=3[C:4]=2[CH2:3]1. The catalyst class is: 3. (7) Reactant: C(OC([N:6]1[C@H:11]2[CH2:12][CH2:13][C@@H:7]1[CH2:8][C:9](=[C:14]([Br:26])[C:15]1[CH:20]=[CH:19][C:18]([C:21](=[O:25])[NH:22][CH2:23][CH3:24])=[CH:17][CH:16]=1)[CH2:10]2)=O)C.C(Cl)(Cl)Cl.[Si](I)(C)(C)C. Product: [C@@H:11]12[NH:6][C@@H:7]([CH2:13][CH2:12]1)[CH2:8][C:9](=[C:14]([Br:26])[C:15]1[CH:16]=[CH:17][C:18]([C:21]([NH:22][CH2:23][CH3:24])=[O:25])=[CH:19][CH:20]=1)[CH2:10]2. The catalyst class is: 5.